Task: Predict the reactants needed to synthesize the given product.. Dataset: Full USPTO retrosynthesis dataset with 1.9M reactions from patents (1976-2016) (1) Given the product [CH3:50][C@H:11]1[C@H:12]2[CH2:13][C@H:14]3[C:15]([CH3:16])([CH3:17])[C@@H:3]([CH2:4][CH2:5][C@:7]2([CH3:57])[CH2:8][CH2:9][CH2:10]1)[C@H:2]([CH3:1])[CH2:19][CH2:18]3, predict the reactants needed to synthesize it. The reactants are: [CH3:1][C:2]1[C@@H:19](OC([C@H](O)[C@@H](NC(OC(C)(C)C)=O)C2C=CC=CC=2)=O)[CH2:18][C@:14]2(O)[C:15]([CH3:17])([CH3:16])[C:3]=1[C@@H:4](O)[C:5]([C@@:7]1([CH3:57])[C@H:12]([C@@H:13]2OC(C2C=CC=CC=2)=O)[C@:11]2(OC(C)=O)[CH2:50]O[C@@H:10]2[CH2:9][C@@H:8]1O)=O. (2) Given the product [C:1]([C:3]1[C:4]([N:17]2[CH2:18][CH2:19][CH:20]([C:23](=[O:24])[NH:38][S:35]([CH2:34][C:28]3[CH:29]=[CH:30][C:31]([F:33])=[CH:32][C:27]=3[F:26])(=[O:36])=[O:37])[CH2:21][CH2:22]2)=[N:5][C:6]([CH:14]([F:16])[F:15])=[C:7]([CH:8]=1)[C:9]([O:11][CH2:12][CH3:13])=[O:10])#[N:2], predict the reactants needed to synthesize it. The reactants are: [C:1]([C:3]1[C:4]([N:17]2[CH2:22][CH2:21][CH:20]([C:23](O)=[O:24])[CH2:19][CH2:18]2)=[N:5][C:6]([CH:14]([F:16])[F:15])=[C:7]([C:9]([O:11][CH2:12][CH3:13])=[O:10])[CH:8]=1)#[N:2].[F:26][C:27]1[CH:32]=[C:31]([F:33])[CH:30]=[CH:29][C:28]=1[CH2:34][S:35]([NH2:38])(=[O:37])=[O:36]. (3) Given the product [OH:21][C@H:15]([CH2:16][OH:17])[C@H:14]([NH:13][C:11](=[O:12])[O:10][CH2:3][C:4]1[CH:9]=[CH:8][CH:7]=[CH:6][CH:5]=1)[C:22]1[CH:27]=[CH:26][C:25]([O:28][CH3:29])=[CH:24][CH:23]=1, predict the reactants needed to synthesize it. The reactants are: [BH4-].[Na+].[CH2:3]([O:10][C:11]([NH:13][C@H:14]([C:22]1[CH:27]=[CH:26][C:25]([O:28][CH3:29])=[CH:24][CH:23]=1)[C@H:15]([OH:21])[C:16](OCC)=[O:17])=[O:12])[C:4]1[CH:9]=[CH:8][CH:7]=[CH:6][CH:5]=1. (4) Given the product [CH3:24][C:23]([Si:20]([CH3:22])([CH3:21])[O:1][CH2:2][C:3]1[CH:8]=[CH:7][NH:6][C:5](=[O:9])[CH:4]=1)([CH3:26])[CH3:25], predict the reactants needed to synthesize it. The reactants are: [OH:1][CH2:2][C:3]1[CH:8]=[CH:7][NH:6][C:5](=[O:9])[CH:4]=1.CN(C=O)C.N1C=CN=C1.[Si:20](Cl)([C:23]([CH3:26])([CH3:25])[CH3:24])([CH3:22])[CH3:21].